From a dataset of Peptide-MHC class I binding affinity with 185,985 pairs from IEDB/IMGT. Regression. Given a peptide amino acid sequence and an MHC pseudo amino acid sequence, predict their binding affinity value. This is MHC class I binding data. The peptide sequence is TTTGIGYQPY. The MHC is HLA-A01:01 with pseudo-sequence HLA-A01:01. The binding affinity (normalized) is 0.553.